Dataset: Forward reaction prediction with 1.9M reactions from USPTO patents (1976-2016). Task: Predict the product of the given reaction. (1) Given the reactants [C:1]([N:5]1[C:9]([C:10]2[CH:15]=[CH:14][C:13]([F:16])=[CH:12][CH:11]=2)=[C:8]([C:17]2[S:18][CH:19]=[C:20]([CH2:22][NH2:23])[N:21]=2)[CH:7]=[N:6]1)([CH3:4])([CH3:3])[CH3:2].[CH2:24]1[CH:29]([CH2:30][C:31](O)=[O:32])[CH2:28][CH2:27][O:26][CH2:25]1, predict the reaction product. The product is: [C:1]([N:5]1[C:9]([C:10]2[CH:11]=[CH:12][C:13]([F:16])=[CH:14][CH:15]=2)=[C:8]([C:17]2[S:18][CH:19]=[C:20]([CH2:22][NH:23][C:31](=[O:32])[CH2:30][CH:29]3[CH2:28][CH2:27][O:26][CH2:25][CH2:24]3)[N:21]=2)[CH:7]=[N:6]1)([CH3:4])([CH3:3])[CH3:2]. (2) Given the reactants [N+:1]([C:4]1[CH:5]=[C:6]([CH:10]([CH3:13])[CH:11]=[O:12])[CH:7]=[CH:8][CH:9]=1)([O-:3])=[O:2].[BH4-].[Na+], predict the reaction product. The product is: [N+:1]([C:4]1[CH:5]=[C:6]([CH:10]([CH3:13])[CH2:11][OH:12])[CH:7]=[CH:8][CH:9]=1)([O-:3])=[O:2]. (3) Given the reactants C(N(CC)CC)C.[NH2:8][C:9]1[S:13][N:12]=[C:11]([O:14][CH3:15])[N:10]=1.[C:16](Cl)(Cl)=[O:17].[CH3:20][N:21]([C@@H:31]1[C@H:36]([CH3:37])[CH2:35][CH2:34][NH:33][CH2:32]1)[C:22]1[C:23]2[CH:30]=[CH:29][NH:28][C:24]=2[N:25]=[CH:26][N:27]=1, predict the reaction product. The product is: [CH3:15][O:14][C:11]1[N:10]=[C:9]([NH:8][C:16]([N:33]2[CH2:34][CH2:35][C@@H:36]([CH3:37])[C@@H:31]([N:21]([CH3:20])[C:22]3[C:23]4[CH:30]=[CH:29][NH:28][C:24]=4[N:25]=[CH:26][N:27]=3)[CH2:32]2)=[O:17])[S:13][N:12]=1. (4) The product is: [CH3:1][C:2]1[CH:7]=[C:6]([O:8][CH:9]2[CH2:10][CH2:11][O:12][CH2:13][CH2:14]2)[CH:5]=[CH:4][C:3]=1[C:15]1[C:19]2[CH:20]=[C:21]([CH2:24][O:25][C:26]3[CH:31]=[CH:30][C:29]([C:32]4([CH2:37][C:38]([OH:40])=[O:39])[CH2:35][C:34](=[O:36])[CH2:33]4)=[CH:28][CH:27]=3)[CH:22]=[CH:23][C:18]=2[S:17][CH:16]=1. Given the reactants [CH3:1][C:2]1[CH:7]=[C:6]([O:8][CH:9]2[CH2:14][CH2:13][O:12][CH2:11][CH2:10]2)[CH:5]=[CH:4][C:3]=1[C:15]1[C:19]2[CH:20]=[C:21]([CH2:24][O:25][C:26]3[CH:31]=[CH:30][C:29]([C:32]4([CH2:37][C:38]([O:40]CC)=[O:39])[CH2:35][C:34](=[O:36])[CH2:33]4)=[CH:28][CH:27]=3)[CH:22]=[CH:23][C:18]=2[S:17][CH:16]=1.[OH-].[Na+].Cl, predict the reaction product. (5) Given the reactants C(N(CC)CC)C.[C:8]([O:12][C:13](=[O:23])[C:14]1[CH:19]=[CH:18][CH:17]=[CH:16][C:15]=1[CH2:20]CBr)([CH3:11])([CH3:10])[CH3:9].[CH3:24][C:25]1[C:34]([CH3:35])=[CH:33][C:28]2[N:29]=[C:30]([SH:32])[NH:31][C:27]=2[CH:26]=1.O, predict the reaction product. The product is: [C:8]([O:12][C:13](=[O:23])[C:14]1[CH:19]=[CH:18][CH:17]=[CH:16][C:15]=1[CH2:20][S:32][C:30]1[NH:31][C:27]2[CH:26]=[C:25]([CH3:24])[C:34]([CH3:35])=[CH:33][C:28]=2[N:29]=1)([CH3:9])([CH3:10])[CH3:11]. (6) Given the reactants [CH3:1][C:2]1[CH:12]=[C:11]([C:13](=[N:21][O:22][CH2:23][C:24]2[CH:29]=[CH:28][C:27]([C:30]([F:33])([F:32])[F:31])=[CH:26][CH:25]=2)[CH2:14][C:15]2[CH:20]=[CH:19][CH:18]=[CH:17][CH:16]=2)[CH:10]=[CH:9][C:3]=1[O:4][CH2:5][C:6]([OH:8])=O.[NH:34]1[CH2:39][CH2:38][O:37][CH2:36][CH2:35]1.C1C=CC2N(O)N=NC=2C=1.CCN=C=NCCCN(C)C.Cl, predict the reaction product. The product is: [CH3:1][C:2]1[CH:12]=[C:11]([C:13](=[N:21][O:22][CH2:23][C:24]2[CH:25]=[CH:26][C:27]([C:30]([F:31])([F:33])[F:32])=[CH:28][CH:29]=2)[CH2:14][C:15]2[CH:16]=[CH:17][CH:18]=[CH:19][CH:20]=2)[CH:10]=[CH:9][C:3]=1[O:4][CH2:5][C:6]([N:34]1[CH2:39][CH2:38][O:37][CH2:36][CH2:35]1)=[O:8].